Dataset: Forward reaction prediction with 1.9M reactions from USPTO patents (1976-2016). Task: Predict the product of the given reaction. (1) Given the reactants [N+:1]([C:4]1[CH:10]=[C:9]([C:11]#[N:12])[CH:8]=[CH:7][C:5]=1[NH2:6])([O-])=O, predict the reaction product. The product is: [NH2:1][C:4]1[CH:10]=[C:9]([CH:8]=[CH:7][C:5]=1[NH2:6])[C:11]#[N:12]. (2) Given the reactants Br[C:2]1[N:10]([CH2:11][C@H:12]2[CH2:17][CH2:16][C@H:15]([CH3:18])[CH2:14][CH2:13]2)[C:9]2[C:4](=[N:5][C:6]([C:31]#[N:32])=[N:7][C:8]=2[C:19]2[CH:24]=[C:23]([O:25][CH2:26][CH2:27][O:28][CH3:29])[CH:22]=[C:21]([Cl:30])[CH:20]=2)[N:3]=1.Cl.[O:34]1[CH2:39][CH2:38][NH:37][C@@H:36]2[CH2:40][CH2:41][CH2:42][C@@H:35]12.[F-].[K+].CCN(C(C)C)C(C)C, predict the reaction product. The product is: [Cl:30][C:21]1[CH:20]=[C:19]([C:8]2[N:7]=[C:6]([C:31]#[N:32])[N:5]=[C:4]3[C:9]=2[N:10]([CH2:11][C@H:12]2[CH2:17][CH2:16][C@H:15]([CH3:18])[CH2:14][CH2:13]2)[C:2]([N:37]2[CH2:38][CH2:39][O:34][C@@H:35]4[CH2:42][CH2:41][CH2:40][C@@H:36]24)=[N:3]3)[CH:24]=[C:23]([O:25][CH2:26][CH2:27][O:28][CH3:29])[CH:22]=1. (3) Given the reactants [F:1][C:2]1[CH:3]=[C:4]([C:8](=O)[CH2:9][CH2:10][CH2:11][CH2:12][N:13]2[CH2:18][CH2:17][CH:16]([C:19]3[CH:20]=[C:21]([NH:25][C:26](=[O:30])[CH:27]([CH3:29])[CH3:28])[CH:22]=[CH:23][CH:24]=3)[CH2:15][CH2:14]2)[CH:5]=[CH:6][CH:7]=1.Cl.[C:33]1([NH:43]N)[C:42]2[C:37](=[CH:38][CH:39]=[CH:40][CH:41]=2)[CH:36]=[CH:35][CH:34]=1, predict the reaction product. The product is: [F:1][C:2]1[CH:3]=[C:4]([C:8]2[NH:43][C:33]3[C:34]([C:9]=2[CH2:10][CH2:11][CH2:12][N:13]2[CH2:18][CH2:17][CH:16]([C:19]4[CH:20]=[C:21]([NH:25][C:26](=[O:30])[CH:27]([CH3:29])[CH3:28])[CH:22]=[CH:23][CH:24]=4)[CH2:15][CH2:14]2)=[CH:35][CH:36]=[C:37]2[CH:38]=[CH:39][CH:40]=[CH:41][C:42]=32)[CH:5]=[CH:6][CH:7]=1. (4) Given the reactants [S:1]1[CH2:5][CH2:4][NH:3][CH:2]1[C:6]([OH:8])=[O:7].[C:9](O[C:9]([O:11][C:12]([CH3:15])([CH3:14])[CH3:13])=[O:10])([O:11][C:12]([CH3:15])([CH3:14])[CH3:13])=[O:10], predict the reaction product. The product is: [C:12]([O:11][C:9]([N:3]1[CH2:4][CH2:5][S:1][CH:2]1[C:6]([OH:8])=[O:7])=[O:10])([CH3:15])([CH3:14])[CH3:13]. (5) Given the reactants [CH3:1][O:2][C:3]1[CH:10]=[C:9]([O:11][CH3:12])[CH:8]=[CH:7][C:4]=1[CH:5]=O.N[C:14]1[N:18]=[CH:17][S:16][N:15]=1.CC[N:21](CC)CC.[BH4-].[Na+], predict the reaction product. The product is: [CH3:1][O:2][C:3]1[CH:10]=[C:9]([O:11][CH3:12])[CH:8]=[CH:7][C:4]=1[CH2:5][NH:21][C:17]1[S:16][N:15]=[CH:14][N:18]=1. (6) Given the reactants [N:1]1[C:9]([NH2:10])=[C:8]2[C:4]([N:5]=[CH:6][NH:7]2)=[N:3][CH:2]=1.I[C@H:12]1[C@H:19]2[CH2:20][C@H:15]([CH2:16][C:17](=[O:21])[NH:18]2)[CH2:14][CH2:13]1.C(=O)([O-])[O-].[K+].[K+], predict the reaction product. The product is: [O:21]=[C:17]1[CH2:16][C@H:15]2[CH2:20][C@H:19]([C@H:12]([N:5]3[CH:6]=[N:7][C:8]4[C:4]3=[N:3][CH:2]=[N:1][C:9]=4[NH2:10])[CH2:13][CH2:14]2)[NH:18]1. (7) Given the reactants Cl.[CH:2]12[O:9][CH:6]([CH2:7][CH2:8]1)[CH2:5][NH:4][CH2:3]2.[CH:10]([N:13](CC)C(C)C)(C)[CH3:11].BrCC#N.[I-].[Na+], predict the reaction product. The product is: [CH:6]12[O:9][CH:2]([CH2:8][CH2:7]1)[CH2:3][N:4]([CH2:11][C:10]#[N:13])[CH2:5]2. (8) Given the reactants [N:1]1[CH:6]=[CH:5][CH:4]=[CH:3][C:2]=1[S:7][C:8]1[CH:9]=[C:10]([O:29][C:30]2[C:31]([CH3:37])=[N:32][N:33]([CH3:36])[C:34]=2[CH3:35])[C:11]([NH:14][C:15]2[S:19][N:18]=[C:17]([C@H:20]3[C:24]([CH3:26])([CH3:25])[O:23]C(C)(C)[O:21]3)[N:16]=2)=[N:12][CH:13]=1.[ClH:38], predict the reaction product. The product is: [ClH:38].[CH3:26][C:24]([OH:23])([CH3:25])[C@H:20]([C:17]1[N:16]=[C:15]([NH:14][C:11]2[C:10]([O:29][C:30]3[C:31]([CH3:37])=[N:32][N:33]([CH3:36])[C:34]=3[CH3:35])=[CH:9][C:8]([S:7][C:2]3[CH:3]=[CH:4][CH:5]=[CH:6][N:1]=3)=[CH:13][N:12]=2)[S:19][N:18]=1)[OH:21]. (9) Given the reactants [C:1]([C:3](=[CH:9]OCC)[C:4]([O:6][CH2:7][CH3:8])=[O:5])#[N:2].Cl.[CH:14]([NH:17][NH2:18])([CH3:16])[CH3:15].C(=O)([O-])[O-].[K+].[K+], predict the reaction product. The product is: [NH2:2][C:1]1[N:17]([CH:14]([CH3:16])[CH3:15])[N:18]=[CH:9][C:3]=1[C:4]([O:6][CH2:7][CH3:8])=[O:5].